Task: Predict the product of the given reaction.. Dataset: Forward reaction prediction with 1.9M reactions from USPTO patents (1976-2016) (1) Given the reactants [N:1]1([C:6]2[CH:7]=[C:8]([CH:14]=[CH:15][CH:16]=2)[O:9][CH2:10][C:11]([OH:13])=O)[CH:5]=[N:4][N:3]=[N:2]1.Cl.C(N=C=NCCCN(C)C)C.ON1C2C=CC=CC=2N=N1.CN1CCOCC1.[NH2:46][C:47]1[CH:48]=[CH:49][C:50]([Cl:57])=[C:51]([C:53]([F:56])([F:55])[F:54])[CH:52]=1, predict the reaction product. The product is: [Cl:57][C:50]1[CH:49]=[CH:48][C:47]([NH:46][C:11](=[O:13])[CH2:10][O:9][C:8]2[CH:14]=[CH:15][CH:16]=[C:6]([N:1]3[CH:5]=[N:4][N:3]=[N:2]3)[CH:7]=2)=[CH:52][C:51]=1[C:53]([F:54])([F:55])[F:56]. (2) Given the reactants Cl.[F:2][C:3]1[CH:8]=[C:7]([O:9][CH2:10][CH:11]2[CH2:16][CH2:15][NH:14][CH2:13][CH2:12]2)[CH:6]=[CH:5][C:4]=1[C:17]1[N:18]=[CH:19][C:20]([C:23]([O:25][CH3:26])=[O:24])=[N:21][CH:22]=1.[CH3:27][C:28]1([CH3:31])[CH2:30][O:29]1.C([O-])([O-])=O.[K+].[K+].[NH4+].[Cl-], predict the reaction product. The product is: [F:2][C:3]1[CH:8]=[C:7]([O:9][CH2:10][CH:11]2[CH2:12][CH2:13][N:14]([CH2:27][C:28]([OH:29])([CH3:31])[CH3:30])[CH2:15][CH2:16]2)[CH:6]=[CH:5][C:4]=1[C:17]1[N:18]=[CH:19][C:20]([C:23]([O:25][CH3:26])=[O:24])=[N:21][CH:22]=1. (3) Given the reactants [ClH:1].C([N:9]1[CH2:13][C@H:12]2[C:14]3[CH:15]=[CH:16][CH:17]=[C:18]([C:22]([F:25])([F:24])[F:23])[C:19]=3[CH2:20][O:21][C@@:11]2([CH3:26])[CH2:10]1)C1C=CC=CC=1, predict the reaction product. The product is: [ClH:1].[CH3:26][C@@:11]12[O:21][CH2:20][C:19]3[C:18]([C:22]([F:24])([F:23])[F:25])=[CH:17][CH:16]=[CH:15][C:14]=3[C@@H:12]1[CH2:13][NH:9][CH2:10]2. (4) Given the reactants C([C:3]1[CH:4]=[C:5]2[C:10](=[CH:11][CH:12]=1)[N:9]=[CH:8][C:7]([C:13]#[N:14])=[C:6]2[O:15][CH:16]1[CH2:21][CH2:20][O:19][CH2:18][CH2:17]1)=O.COC1C=CC(/[CH:36]=[C:37]2/[C:38]([NH:40][C:41]([S:43]/2)=[NH:42])=[O:39])=CC=1OC1CCCC1.C([O-])(=O)C.[Na+], predict the reaction product. The product is: [NH2:42][C:41]1[S:43]/[C:37](=[CH:36]\[C:3]2[CH:4]=[C:5]3[C:10](=[CH:11][CH:12]=2)[N:9]=[CH:8][C:7]([C:13]#[N:14])=[C:6]3[O:15][CH:16]2[CH2:21][CH2:20][O:19][CH2:18][CH2:17]2)/[C:38](=[O:39])[N:40]=1. (5) Given the reactants [N:1]1[C:10]2[C:5](=[CH:6][CH:7]=[CH:8][CH:9]=2)[N:4]=[CH:3][C:2]=1[OH:11].[CH2:12]([O:14][C:15](=[O:18])[CH2:16]Cl)[CH3:13], predict the reaction product. The product is: [N:1]1[C:10]2[C:5](=[CH:6][CH:7]=[CH:8][CH:9]=2)[N:4]=[CH:3][C:2]=1[O:11][CH2:16][C:15]([O:14][CH2:12][CH3:13])=[O:18]. (6) Given the reactants [C:1]([O:5][C:6]([N:8]1[CH2:12][CH2:11][CH2:10][C@@H:9]1[C:13]([OH:15])=O)=[O:7])([CH3:4])([CH3:3])[CH3:2].CN(C(O[N:24]1N=N[C:26]2C=CC=N[C:25]1=2)=[N+](C)C)C.F[P-](F)(F)(F)(F)F.C(N)C.CCN(C(C)C)C(C)C, predict the reaction product. The product is: [CH2:25]([NH:24][C:13]([C@H:9]1[CH2:10][CH2:11][CH2:12][N:8]1[C:6]([O:5][C:1]([CH3:2])([CH3:3])[CH3:4])=[O:7])=[O:15])[CH3:26]. (7) Given the reactants [Cl:1][C:2]1[N:3]=[C:4](Cl)[C:5]2[C:10]([F:11])=[CH:9][N:8]([CH2:12][O:13][CH2:14][CH2:15][Si:16]([CH3:19])([CH3:18])[CH3:17])[C:6]=2[N:7]=1.[N+:21]([C:24]1[CH:25]=[C:26]([OH:30])[CH:27]=[CH:28][CH:29]=1)([O-:23])=[O:22].CN(C=O)C.C([O-])([O-])=O.[K+].[K+], predict the reaction product. The product is: [Cl:1][C:2]1[N:3]=[C:4]([O:30][C:26]2[CH:27]=[CH:28][CH:29]=[C:24]([N+:21]([O-:23])=[O:22])[CH:25]=2)[C:5]2[C:10]([F:11])=[CH:9][N:8]([CH2:12][O:13][CH2:14][CH2:15][Si:16]([CH3:19])([CH3:18])[CH3:17])[C:6]=2[N:7]=1. (8) Given the reactants [CH3:1][O:2][C:3]([N:5]1[CH2:10][CH2:9][N:8]([C:11](=[O:21])[CH:12]([NH:16][C:17]([O:19][CH3:20])=[O:18])[CH:13](C)C)[CH:7]([C:22]2[NH:23][CH:24]=[C:25]([C:27]3[CH:32]=[CH:31][C:30]([C:33]#[C:34][C:35]4[CH:40]=[CH:39][C:38]([C:41]5[NH:42][C:43]([CH:46]6[CH2:50][CH2:49][CH2:48][N:47]6[C:51](=[O:61])[CH:52]([NH:56][C:57]([O:59][CH3:60])=[O:58])[CH:53]([CH3:55])[CH3:54])=[N:44][CH:45]=5)=[CH:37][CH:36]=4)=[CH:29][CH:28]=3)[N:26]=2)[CH2:6]1)=[O:4].N[C@H](C(O)=O)C(C)C.C(=O)([O-])N.N[C@H](C(O)=O)C, predict the reaction product. The product is: [CH3:1][O:2][C:3]([N:5]1[CH2:10][CH2:9][N:8]([C:11](=[O:21])[CH:12]([NH:16][C:17]([O:19][CH3:20])=[O:18])[CH3:13])[CH:7]([C:22]2[NH:23][CH:24]=[C:25]([C:27]3[CH:28]=[CH:29][C:30]([C:33]#[C:34][C:35]4[CH:40]=[CH:39][C:38]([C:41]5[NH:42][C:43]([CH:46]6[CH2:50][CH2:49][CH2:48][N:47]6[C:51](=[O:61])[CH:52]([NH:56][C:57]([O:59][CH3:60])=[O:58])[CH:53]([CH3:55])[CH3:54])=[N:44][CH:45]=5)=[CH:37][CH:36]=4)=[CH:31][CH:32]=3)[N:26]=2)[CH2:6]1)=[O:4]. (9) Given the reactants O1C2C(=CC=CC=2)[C@H](N[C:12]([C@@H:14]2[CH2:23][C:22]3[C:17](=[CH:18][C:19]([C@H:24]4[CH2:28][C@@H:27]([C:29](=[O:41])[NH:30][C@H:31]5[C:40]6[C:35](=[CH:36][CH:37]=[CH:38][CH:39]=6)[CH2:34][CH2:33][CH2:32]5)[N:26]([C:42](=[O:55])[C@@H:43]([NH:48][C:49](=[O:54])[C@@H:50]([NH:52][CH3:53])[CH3:51])[C:44]([CH3:47])([CH3:46])[CH3:45])[CH2:25]4)=[CH:20][CH:21]=3)[CH2:16][N:15]2[C:56](=[O:69])[C@@H:57]([NH:62][C:63](=[O:68])[C@@H:64]([NH:66][CH3:67])[CH3:65])[C:58]([CH3:61])([CH3:60])[CH3:59])=[O:13])CC1.[CH3:70][C:71]1[O:75][N:74]=[C:73]([C@@H:76]([NH2:84])[CH2:77][C:78]2[CH:83]=[CH:82][CH:81]=[CH:80][CH:79]=2)[N:72]=1.C(O)(C(F)(F)F)=O, predict the reaction product. The product is: [CH3:61][C:58]([CH3:59])([CH3:60])[C@H:57]([NH:62][C:63](=[O:68])[C@@H:64]([NH:66][CH3:67])[CH3:65])[C:56]([N:15]1[C@H:14]([C:12]([NH:84][C@H:76]([C:73]2[N:72]=[C:71]([CH3:70])[O:75][N:74]=2)[CH2:77][C:78]2[CH:83]=[CH:82][CH:81]=[CH:80][CH:79]=2)=[O:13])[CH2:23][C:22]2[C:17](=[CH:18][C:19]([C@H:24]3[CH2:28][C@@H:27]([C:29](=[O:41])[NH:30][C@H:31]4[C:40]5[C:35](=[CH:36][CH:37]=[CH:38][CH:39]=5)[CH2:34][CH2:33][CH2:32]4)[N:26]([C:42](=[O:55])[C@@H:43]([NH:48][C:49](=[O:54])[C@@H:50]([NH:52][CH3:53])[CH3:51])[C:44]([CH3:45])([CH3:46])[CH3:47])[CH2:25]3)=[CH:20][CH:21]=2)[CH2:16]1)=[O:69]. (10) The product is: [Cl:1][C:2]1[CH:3]=[CH:4][C:5]([C:18]([F:21])([F:19])[F:20])=[C:6]2[C:11]=1[NH:10][CH:9]=[C:8]([C:12]([OH:14])=[O:13])[C:7]2=[O:17]. Given the reactants [Cl:1][C:2]1[CH:3]=[CH:4][C:5]([C:18]([F:21])([F:20])[F:19])=[C:6]2[C:11]=1[NH:10][CH:9]=[C:8]([C:12]([O:14]CC)=[O:13])[C:7]2=[O:17].CC(O)C.[OH-].[Na+].C(O)(=O)C, predict the reaction product.